From a dataset of Reaction yield outcomes from USPTO patents with 853,638 reactions. Predict the reaction yield, written as a fraction of the theoretical maximum amount of product (1.0 means a 100% yield; for example, 0.34 means a 34% yield). (1) The reactants are [NH2:1][C:2]1[N:7]=[C:6](/[C:8](=[C:11]2\[NH:12][C:13]3[CH:21]=[CH:20][CH:19]=[CH:18][C:14]=3[N:15]\2[CH2:16][CH3:17])/[C:9]#[N:10])[C:5]([CH3:22])=[CH:4][N:3]=1.[CH3:23][C:24]([O:27][C:28]([N:30]1[CH2:34][CH:33]([C:35](O)=[O:36])[CH2:32][CH2:31]1)=[O:29])([CH3:26])[CH3:25]. No catalyst specified. The product is [C:9](/[C:8](=[C:11]1/[NH:12][C:13]2[CH:21]=[CH:20][CH:19]=[CH:18][C:14]=2[N:15]/1[CH2:16][CH3:17])/[C:6]1[C:5]([CH3:22])=[CH:4][N:3]=[C:2]([NH:1][C:35]([CH:33]2[CH2:32][CH2:31][N:30]([C:28]([O:27][C:24]([CH3:26])([CH3:25])[CH3:23])=[O:29])[CH2:34]2)=[O:36])[N:7]=1)#[N:10]. The yield is 0.700. (2) The product is [CH3:1][C:2]1[N:3]([C:29]2[CH:34]=[CH:33][CH:32]=[CH:31][CH:30]=2)[C:4](=[O:28])[C:5]([CH2:13][C:14]2[CH:15]=[CH:16][C:17]([C:20]3[CH:25]=[CH:24][CH:23]=[CH:22][C:21]=3[C:26]3[NH:40][C:51](=[O:53])[O:54][N:27]=3)=[CH:18][CH:19]=2)=[C:6]([CH2:8][CH2:9][CH2:10][CH2:11][CH3:12])[N:7]=1. The reactants are [CH3:1][C:2]1[NH:3][C:4](=[O:28])[C:5]([CH2:13][C:14]2[CH:19]=[CH:18][C:17]([C:20]3[C:21]([C:26]#[N:27])=[CH:22][CH:23]=[CH:24][CH:25]=3)=[CH:16][CH:15]=2)=[C:6]([CH2:8][CH2:9][CH2:10][CH2:11][CH3:12])[N:7]=1.[C:29]1(B(O)O)[CH:34]=[CH:33][CH:32]=[CH:31][CH:30]=1.C([N:40](CC)CC)C.N1C=CC=CC=1.[C:51]([O:54]CC)(=[O:53])C. The yield is 0.490. The catalyst is C(Cl)Cl.C([O-])(=O)C.[Cu+2].C([O-])(=O)C. (3) The yield is 0.520. The reactants are C([N:8]1[CH2:12][CH2:11][C:10]([C:15]2[CH:20]=[C:19]([F:21])[CH:18]=[C:17]([Cl:22])[CH:16]=2)([O:13][CH3:14])[CH2:9]1)C1C=CC=CC=1.ClC(OC(Cl)C)=O. The product is [Cl:22][C:17]1[CH:16]=[C:15]([C:10]2([O:13][CH3:14])[CH2:11][CH2:12][NH:8][CH2:9]2)[CH:20]=[C:19]([F:21])[CH:18]=1. The catalyst is ClCCCl.